This data is from Forward reaction prediction with 1.9M reactions from USPTO patents (1976-2016). The task is: Predict the product of the given reaction. (1) Given the reactants Cl[C:2]1[CH:3]=[CH:4][C:5]2[N:6]([C:8]([C@H:11]([C:13]3[C:14]([F:24])=[C:15]4[C:19](=[CH:20][C:21]=3[F:22])[N:18]([CH3:23])[N:17]=[CH:16]4)[CH3:12])=[CH:9][N:10]=2)[N:7]=1.[F-].[K+].CCO[C:30]([CH3:32])=[O:31], predict the reaction product. The product is: [F:24][C:14]1[C:13]([C@@H:11]([C:8]2[N:6]3[N:7]=[C:2]([N:10]4[CH2:9][CH2:8][N:6]([CH3:5])[C:30](=[O:31])[CH2:32]4)[CH:3]=[CH:4][C:5]3=[N:10][CH:9]=2)[CH3:12])=[C:21]([F:22])[CH:20]=[C:19]2[C:15]=1[CH:16]=[N:17][N:18]2[CH3:23]. (2) Given the reactants [CH2:1]([O:4][C:5]1([CH3:36])[CH2:10][CH2:9][N:8]([C:11]2[N:16]3[N:17]=[C:18]([CH2:20][N:21]=[N+:22]=[N-:23])[CH:19]=[C:15]3[N:14]=[C:13]([CH3:24])[C:12]=2[C@H:25]([O:31][C:32]([CH3:35])([CH3:34])[CH3:33])[C:26]([O:28][CH2:29][CH3:30])=[O:27])[CH2:7][CH2:6]1)[CH:2]=[CH2:3].[CH2:37]([O:40][CH:41]([CH:44]([CH3:46])[CH3:45])[C:42]#[CH:43])[CH:38]=[CH2:39].O=C1O[C@H]([C@H](CO)O)C([O-])=C1O.[Na+], predict the reaction product. The product is: [CH2:37]([O:40][CH:41]([C:42]1[N:23]=[N:22][N:21]([CH2:20][C:18]2[CH:19]=[C:15]3[N:14]=[C:13]([CH3:24])[C:12]([C@H:25]([O:31][C:32]([CH3:35])([CH3:34])[CH3:33])[C:26]([O:28][CH2:29][CH3:30])=[O:27])=[C:11]([N:8]4[CH2:9][CH2:10][C:5]([O:4][CH2:1][CH:2]=[CH2:3])([CH3:36])[CH2:6][CH2:7]4)[N:16]3[N:17]=2)[CH:43]=1)[CH:44]([CH3:46])[CH3:45])[CH:38]=[CH2:39]. (3) Given the reactants CS[C:3]([S:9][CH3:10])=[C:4]([C:7]#[N:8])[C:5]#[N:6].[NH2:11][C:12]1[CH:17]=[CH:16][CH:15]=[CH:14][CH:13]=1, predict the reaction product. The product is: [CH3:10][S:9][C:3]([NH:11][C:12]1[CH:17]=[CH:16][CH:15]=[CH:14][CH:13]=1)=[C:4]([C:7]#[N:8])[C:5]#[N:6]. (4) Given the reactants [N:1]1[CH:6]=[CH:5][CH:4]=[C:3]([NH:7][S:8]([C:11]2[CH:12]=[C:13]3[C:17](=[CH:18][CH:19]=2)[NH:16][C:15](=[O:20])[CH2:14]3)(=[O:10])=[O:9])[CH:2]=1.[N:21]1([CH2:26][CH2:27][NH:28][C:29]([C:31]2[C:35]([CH3:36])=[C:34]([CH:37]=O)[NH:33][C:32]=2[CH3:39])=[O:30])[CH2:25][CH2:24][CH2:23][CH2:22]1, predict the reaction product. The product is: [N:21]1([CH2:26][CH2:27][NH:28][C:29]([C:31]2[C:35]([CH3:36])=[C:34]([CH:37]=[C:14]3[C:13]4[C:17](=[CH:18][CH:19]=[C:11]([S:8](=[O:10])(=[O:9])[NH:7][C:3]5[CH:2]=[N:1][CH:6]=[CH:5][CH:4]=5)[CH:12]=4)[NH:16][C:15]3=[O:20])[NH:33][C:32]=2[CH3:39])=[O:30])[CH2:25][CH2:24][CH2:23][CH2:22]1.